Dataset: Full USPTO retrosynthesis dataset with 1.9M reactions from patents (1976-2016). Task: Predict the reactants needed to synthesize the given product. (1) Given the product [N:9]1[N:6]2[CH:7]=[CH:8][C:3]([OH:2])=[CH:4][C:5]2=[CH:11][CH:10]=1, predict the reactants needed to synthesize it. The reactants are: C[O:2][C:3]1[CH:8]=[CH:7][N:6]2[N:9]=[CH:10][C:11](C(OC)=O)=[C:5]2[CH:4]=1.[OH-].[K+]. (2) Given the product [CH2:25]([O:24][C:18]1[C:19]([CH3:23])=[CH:20][CH:21]=[CH:22][C:17]=1[C:16]([NH:15][C:6]1([C:4]([OH:5])=[O:3])[CH2:14][C:13]2[C:8](=[CH:9][CH:10]=[CH:11][CH:12]=2)[CH2:7]1)=[O:28])[CH:26]=[CH2:27], predict the reactants needed to synthesize it. The reactants are: C([O:3][C:4]([C:6]1([NH:15][C:16](=[O:28])[C:17]2[CH:22]=[CH:21][CH:20]=[C:19]([CH3:23])[C:18]=2[O:24][CH2:25][CH:26]=[CH2:27])[CH2:14][C:13]2[C:8](=[CH:9][CH:10]=[CH:11][CH:12]=2)[CH2:7]1)=[O:5])C.[OH-].[K+].O. (3) Given the product [CH3:1][O:2][CH:3]([O:7][CH3:8])[C:4](=[O:6])[CH2:5][C:9](=[O:15])[C:10]([O:12][CH2:13][CH3:14])=[O:11], predict the reactants needed to synthesize it. The reactants are: [CH3:1][O:2][CH:3]([O:7][CH3:8])[C:4](=[O:6])[CH3:5].[C:9](OCC)(=[O:15])[C:10]([O:12][CH2:13][CH3:14])=[O:11].[O-]CC.[Na+]. (4) The reactants are: [Cl:1][C:2]1[C:7]([Cl:8])=[N+:6]([O-])[C:5]([C:10]([O:12][CH3:13])=[O:11])=[CH:4][CH:3]=1.P(Cl)(Cl)([Cl:16])=O. Given the product [Cl:16][C:3]1[C:2]([Cl:1])=[C:7]([Cl:8])[N:6]=[C:5]([C:10]([O:12][CH3:13])=[O:11])[CH:4]=1, predict the reactants needed to synthesize it. (5) Given the product [CH2:1]([O:3][C:4]([C:5]1[CH:10]=[C:9]2[C:8](=[CH:7][CH:6]=1)[NH:11][CH:17]([C:16]1[CH:19]=[CH:20][CH:21]=[C:14]([Br:13])[CH:15]=1)[CH2:48][C:49]2([CH3:51])[CH3:50])=[O:12])[CH3:2], predict the reactants needed to synthesize it. The reactants are: [CH2:1]([O:3][C:4](=[O:12])[C:5]1[CH:10]=[CH:9][C:8]([NH2:11])=[CH:7][CH:6]=1)[CH3:2].[Br:13][C:14]1[CH:15]=[C:16]([CH:19]=[CH:20][CH:21]=1)[CH:17]=O.O.[O-]S(C(F)(F)F)(=O)=O.[Yb+3].[O-]S(C(F)(F)F)(=O)=O.[O-]S(C(F)(F)F)(=O)=O.[CH2:48]=[C:49]([CH3:51])[CH3:50]. (6) Given the product [C:23]([C:2]1[CH:7]=[CH:6][C:5]([C:8](=[O:22])[CH:9]([NH:14][C:15](=[O:21])[O:16][C:17]([CH3:20])([CH3:19])[CH3:18])[C:10]([CH3:13])([CH3:12])[CH3:11])=[CH:4][CH:3]=1)#[N:24], predict the reactants needed to synthesize it. The reactants are: Cl[C:2]1[CH:7]=[CH:6][C:5]([C:8](=[O:22])[CH:9]([NH:14][C:15](=[O:21])[O:16][C:17]([CH3:20])([CH3:19])[CH3:18])[C:10]([CH3:13])([CH3:12])[CH3:11])=[CH:4][CH:3]=1.[CH3:23][N:24](C=O)C. (7) The reactants are: CO[C:3](=[C:6]([C:9]#[N:10])[C:7]#[N:8])[CH2:4][CH3:5].O.[NH2:12][NH2:13]. Given the product [NH2:8][C:7]1[NH:13][N:12]=[C:3]([CH2:4][CH3:5])[C:6]=1[C:9]#[N:10], predict the reactants needed to synthesize it.